From a dataset of Forward reaction prediction with 1.9M reactions from USPTO patents (1976-2016). Predict the product of the given reaction. (1) The product is: [C:12]([O:15][C:16]([N:2]1[CH2:3][CH:4]2[CH:9]([CH2:8][CH2:7][CH2:6][CH2:5]2)[C:1]1=[O:10])=[O:17])([CH3:14])([CH3:13])[CH3:11]. Given the reactants [C:1]1(=[O:10])[CH:9]2[CH:4]([CH2:5][CH2:6][CH2:7][CH2:8]2)[CH2:3][NH:2]1.[CH3:11][C:12]([O:15][C:16](O[C:16]([O:15][C:12]([CH3:14])([CH3:13])[CH3:11])=[O:17])=[O:17])([CH3:14])[CH3:13].CCN(CC)CC, predict the reaction product. (2) Given the reactants [CH2:1]([O:3][CH:4]([O:26][CH2:27][CH3:28])[CH2:5][N:6]1[C:10]([NH2:11])=[CH:9][C:8]([C:12]2[CH:13]=[N:14][N:15]([CH2:17][C:18]3[CH:23]=[CH:22][C:21]([O:24][CH3:25])=[CH:20][CH:19]=3)[CH:16]=2)=[N:7]1)[CH3:2].Br[C:30]1[CH:31]=[C:32]([NH:37][C:38](=[O:49])[C:39]2[CH:44]=[CH:43][CH:42]=[C:41]([C:45]([CH3:48])([CH3:47])[CH3:46])[CH:40]=2)[CH:33]=[CH:34][C:35]=1[CH3:36].CC1(C)C2C(=C(P(C3C=CC=CC=3)C3C=CC=CC=3)C=CC=2)OC2C(P(C3C=CC=CC=3)C3C=CC=CC=3)=CC=CC1=2.C(=O)([O-])[O-].[Cs+].[Cs+], predict the reaction product. The product is: [C:45]([C:41]1[CH:40]=[C:39]([CH:44]=[CH:43][CH:42]=1)[C:38]([NH:37][C:32]1[CH:31]=[CH:30][C:35]([CH3:36])=[C:34]([NH:11][C:10]2[N:6]([CH2:5][CH:4]([O:3][CH2:1][CH3:2])[O:26][CH2:27][CH3:28])[N:7]=[C:8]([C:12]3[CH:13]=[N:14][N:15]([CH2:17][C:18]4[CH:19]=[CH:20][C:21]([O:24][CH3:25])=[CH:22][CH:23]=4)[CH:16]=3)[CH:9]=2)[CH:33]=1)=[O:49])([CH3:48])([CH3:46])[CH3:47]. (3) Given the reactants [OH:1][CH:2]([CH2:16][NH:17][C:18]1[CH:23]=[CH:22][C:21]([C:24]([F:27])([F:26])[F:25])=[CH:20][CH:19]=1)[CH2:3][O:4][C:5]1[CH:15]=[CH:14][CH:13]=[CH:12][C:6]=1[CH2:7][O:8][C:9](=[O:11])[CH3:10].C(N(CC)CC)C.[CH3:35][C:36]([O:39][C:40](O[C:40]([O:39][C:36]([CH3:38])([CH3:37])[CH3:35])=[O:41])=[O:41])([CH3:38])[CH3:37], predict the reaction product. The product is: [C:36]([O:39][C:40]([N:17]([C:18]1[CH:19]=[CH:20][C:21]([C:24]([F:25])([F:26])[F:27])=[CH:22][CH:23]=1)[CH2:16][CH:2]([OH:1])[CH2:3][O:4][C:5]1[CH:15]=[CH:14][CH:13]=[CH:12][C:6]=1[CH2:7][O:8][C:9](=[O:11])[CH3:10])=[O:41])([CH3:38])([CH3:37])[CH3:35]. (4) Given the reactants [OH:1][C:2]1[C:10]2N=N[NH:7][C:6]=2[CH:5]=[CH:4][CH:3]=1.CCN=C=NCCCN(C)C.[Cl:22][C:23]1[C:24]([C:31]2[CH:36]=[CH:35][C:34]([C:37]([F:40])([F:39])[F:38])=[CH:33][CH:32]=2)=[N:25][O:26][C:27]=1[C:28](O)=[O:29].N[C@@H]1CCC[C@H](O)C1, predict the reaction product. The product is: [Cl:22][C:23]1[C:24]([C:31]2[CH:32]=[CH:33][C:34]([C:37]([F:39])([F:38])[F:40])=[CH:35][CH:36]=2)=[N:25][O:26][C:27]=1[C:28]([NH:7][C@@H:6]1[CH2:5][CH2:4][CH2:3][C@H:2]([OH:1])[CH2:10]1)=[O:29]. (5) Given the reactants [I:1]I.N1C=CC=CC=1.[Si:9]([O:16][C@@H:17]1[CH2:21][C:20](=[O:22])[CH:19]=[CH:18]1)([C:12]([CH3:15])([CH3:14])[CH3:13])([CH3:11])[CH3:10].Cl, predict the reaction product. The product is: [Si:9]([O:16][C@@H:17]1[CH2:21][C:20](=[O:22])[C:19]([I:1])=[CH:18]1)([C:12]([CH3:15])([CH3:14])[CH3:13])([CH3:11])[CH3:10]. (6) Given the reactants [F:1][C:2]1[CH:3]=[C:4]([C:9]([OH:12])([CH3:11])[CH3:10])[CH:5]=[C:6]([F:8])[CH:7]=1.[Li]CCCC.C(O[B:22]1[O:26][C:25]([CH3:28])([CH3:27])[C:24]([CH3:30])([CH3:29])[O:23]1)(C)C, predict the reaction product. The product is: [F:1][C:2]1[CH:3]=[C:4]([C:9]([OH:12])([CH3:10])[CH3:11])[CH:5]=[C:6]([F:8])[C:7]=1[B:22]1[O:26][C:25]([CH3:28])([CH3:27])[C:24]([CH3:30])([CH3:29])[O:23]1. (7) Given the reactants [CH3:1][O:2][C:3]1[CH:4]=[C:5]2[C:10](=[CH:11][C:12]=1[O:13][CH3:14])[N:9]=[CH:8][CH:7]=[C:6]2[O:15][C:16]1[CH:22]=[CH:21][C:19]([NH2:20])=[C:18]([CH3:23])[C:17]=1[CH3:24].C1(C)C=CC=CC=1.C(N(CC)CC)C.ClC(Cl)(O[C:43](=[O:49])[O:44][C:45](Cl)(Cl)Cl)Cl.[CH3:51][O:52][C:53]1[CH:54]=[C:55]([CH:61]=[CH:62][CH:63]=1)[O:56][CH2:57][CH2:58]CO, predict the reaction product. The product is: [CH3:1][O:2][C:3]1[CH:4]=[C:5]2[C:10](=[CH:11][C:12]=1[O:13][CH3:14])[N:9]=[CH:8][CH:7]=[C:6]2[O:15][C:16]1[CH:22]=[CH:21][C:19]([NH:20][C:43](=[O:49])[O:44][CH2:45][CH2:58][CH2:57][O:56][C:55]2[CH:61]=[CH:62][CH:63]=[C:53]([O:52][CH3:51])[CH:54]=2)=[C:18]([CH3:23])[C:17]=1[CH3:24]. (8) Given the reactants [F:1][C:2]1[CH:7]=[CH:6][C:5](Br)=[CH:4][C:3]=1[OH:9].CCN(CC)CC.[CH3:17][O:18][C:19](=[O:45])[C@@H:20]([NH:30][C:31]([C:33]1[C:34]([CH3:44])=[N:35][C:36]([NH:40][CH2:41][C:42]#[CH:43])=[N:37][C:38]=1[CH3:39])=[O:32])[CH2:21][NH:22][C:23]([C:25]1[S:26][CH:27]=[CH:28][CH:29]=1)=[O:24], predict the reaction product. The product is: [CH3:17][O:18][C:19](=[O:45])[C@@H:20]([NH:30][C:31]([C:33]1[C:38]([CH3:39])=[N:37][C:36]([NH:40][CH2:41][C:42]#[C:43][C:5]2[CH:6]=[CH:7][C:2]([F:1])=[C:3]([OH:9])[CH:4]=2)=[N:35][C:34]=1[CH3:44])=[O:32])[CH2:21][NH:22][C:23]([C:25]1[S:26][CH:27]=[CH:28][CH:29]=1)=[O:24]. (9) Given the reactants [CH:1]([N:3]1[CH:7]=[CH:6][N:5]=[CH:4]1)=[CH2:2].[CH2:8]([Br:22])[CH2:9][CH2:10][CH2:11][CH2:12][CH2:13][CH2:14][CH2:15][CH2:16][CH2:17][CH2:18][CH2:19][CH2:20][CH3:21].CO, predict the reaction product. The product is: [Br-:22].[CH:1]([N+:3]1[CH:7]=[CH:6][N:5]([CH2:21][CH2:20][CH2:19][CH2:18][CH2:17][CH2:16][CH2:15][CH2:14][CH2:13][CH2:12][CH2:11][CH2:10][CH2:9][CH3:8])[CH:4]=1)=[CH2:2].